Dataset: Catalyst prediction with 721,799 reactions and 888 catalyst types from USPTO. Task: Predict which catalyst facilitates the given reaction. Reactant: [CH3:1][C:2](OC(C)=O)=[O:3].[OH:8][C@H:9]1[CH2:26][CH2:25][C@@:24]2([CH3:27])[C@@H:11]([CH2:12][CH2:13][C@:14]3([CH3:38])[C@@H:23]2[CH2:22][CH2:21][C@H:20]2[C@@:15]3([CH3:37])[CH2:16][CH2:17][C@@:18]3([C:34]([OH:36])=[O:35])[CH2:30][CH2:29][C@@H:28]([C:31]([CH3:33])=[CH2:32])[C@@H:19]32)[C:10]1([CH3:40])[CH3:39]. Product: [C:2]([O:8][C@H:9]1[CH2:26][CH2:25][C@@:24]2([CH3:27])[C@@H:11]([CH2:12][CH2:13][C@:14]3([CH3:38])[C@@H:23]2[CH2:22][CH2:21][C@H:20]2[C@@:15]3([CH3:37])[CH2:16][CH2:17][C@@:18]3([C:34]([OH:36])=[O:35])[CH2:30][CH2:29][C@@H:28]([C:31]([CH3:33])=[CH2:32])[C@@H:19]32)[C:10]1([CH3:40])[CH3:39])(=[O:3])[CH3:1]. The catalyst class is: 377.